This data is from NCI-60 drug combinations with 297,098 pairs across 59 cell lines. The task is: Regression. Given two drug SMILES strings and cell line genomic features, predict the synergy score measuring deviation from expected non-interaction effect. Drug 1: C1C(C(OC1N2C=NC3=C(N=C(N=C32)Cl)N)CO)O. Drug 2: CC12CCC3C(C1CCC2O)C(CC4=C3C=CC(=C4)O)CCCCCCCCCS(=O)CCCC(C(F)(F)F)(F)F. Cell line: UACC-257. Synergy scores: CSS=9.47, Synergy_ZIP=-2.77, Synergy_Bliss=-2.25, Synergy_Loewe=-11.1, Synergy_HSA=-3.53.